From a dataset of Forward reaction prediction with 1.9M reactions from USPTO patents (1976-2016). Predict the product of the given reaction. (1) Given the reactants [CH3:1][C:2]([C:8]1[CH:13]=[CH:12][CH:11]=[CH:10][CH:9]=1)([CH3:7])[CH2:3][C:4]([OH:6])=O.C(N(CC)CC)C.CC(C)(C)C(Cl)=O.C([Li])CCC.[CH:33]([C@H:36]1[CH2:40][O:39][C:38](=[O:41])[NH:37]1)([CH3:35])[CH3:34].O1CCNC1=O, predict the reaction product. The product is: [CH3:7][C:2]([C:8]1[CH:13]=[CH:12][CH:11]=[CH:10][CH:9]=1)([CH3:1])[CH2:3][C:4]([N:37]1[C@@H:36]([CH:33]([CH3:35])[CH3:34])[CH2:40][O:39][C:38]1=[O:41])=[O:6]. (2) Given the reactants N1C=CC=CC=1.ClC(Cl)(OC(=O)[O:12][C:13]([Cl:16])(Cl)Cl)Cl.Cl.[F:20][C:21]1[CH:58]=[CH:57][CH:56]=[C:55]([F:59])[C:22]=1[CH2:23][O:24][C:25]([C:34]1[CH:39]=[CH:38][C:37]([C@:40]2([S:45]([C:48]3[CH:53]=[CH:52][C:51]([F:54])=[CH:50][CH:49]=3)(=[O:47])=[O:46])[CH2:44][CH2:43][NH:42][CH2:41]2)=[CH:36][CH:35]=1)([C:30]([F:33])([F:32])[F:31])[C:26]([F:29])([F:28])[F:27], predict the reaction product. The product is: [F:59][C:55]1[CH:56]=[CH:57][CH:58]=[C:21]([F:20])[C:22]=1[CH2:23][O:24][C:25]([C:34]1[CH:39]=[CH:38][C:37]([C@:40]2([S:45]([C:48]3[CH:53]=[CH:52][C:51]([F:54])=[CH:50][CH:49]=3)(=[O:47])=[O:46])[CH2:44][CH2:43][N:42]([C:13]([Cl:16])=[O:12])[CH2:41]2)=[CH:36][CH:35]=1)([C:26]([F:29])([F:27])[F:28])[C:30]([F:33])([F:32])[F:31].